Task: Predict the product of the given reaction.. Dataset: Forward reaction prediction with 1.9M reactions from USPTO patents (1976-2016) (1) Given the reactants [F:1][C:2]([F:16])([F:15])[C:3](O)(O)/[CH:4]=[C:5](/[C:7]1[CH:8]=[N:9][CH:10]=[CH:11][CH:12]=1)\O.C[O-].[Na+].[N:20]1[CH:25]=[CH:24][CH:23]=[C:22](C(=O)C)[CH:21]=1.FC(F)(F)C(OCC)=O.FC1N=CC([N:45]2[C:49](C(F)(F)F)(O)[CH2:48][C:47]([C:55]3C=N[CH:58]=[CH:59][CH:60]=3)=N2)=CC=1.ClC1C=CC([NH:68][NH2:69])=CN=1.C(O)(=O)C.FC1N=CC(N2C(C(F)(F)F)(O)CC(C3C=NC=CC=3)=N2)=CC=1.C1(CC2C(N)=NC=C(N3C(C(F)(F)F)=CC(C4C=NC=CC=4)=N3)C=2)CCCCC1.C1(CN)CCCCC1, predict the reaction product. The product is: [CH:48]1([CH2:49][NH:45][C:25]2[CH:24]=[CH:23][C:22]([N:68]3[C:3]([C:2]([F:16])([F:15])[F:1])=[CH:4][C:5]([C:7]4[CH:8]=[N:9][CH:10]=[CH:11][CH:12]=4)=[N:69]3)=[CH:21][N:20]=2)[CH2:47][CH2:55][CH2:60][CH2:59][CH2:58]1. (2) Given the reactants [Si:1]([O:8][NH2:9])([C:4]([CH3:7])([CH3:6])[CH3:5])([CH3:3])[CH3:2].C(N(CC)CC)C.[C:17]([C:20]1[CH:25]=[CH:24][C:23]([S:26](Cl)(=[O:28])=[O:27])=[CH:22][CH:21]=1)(=[O:19])[CH3:18].O, predict the reaction product. The product is: [C:17]([C:20]1[CH:21]=[CH:22][C:23]([S:26]([NH:9][O:8][Si:1]([C:4]([CH3:7])([CH3:6])[CH3:5])([CH3:3])[CH3:2])(=[O:28])=[O:27])=[CH:24][CH:25]=1)(=[O:19])[CH3:18]. (3) Given the reactants [NH:1]1[CH2:11][CH2:10][CH:4]([C:5]([O:7][CH2:8][CH3:9])=[O:6])[CH2:3][CH2:2]1.C(=O)([O-])[O-].[K+].[K+].Br[CH2:19][CH2:20][CH2:21][CH3:22], predict the reaction product. The product is: [CH2:19]([C:4]1([C:5]([O:7][CH2:8][CH3:9])=[O:6])[CH2:3][CH2:2][NH:1][CH2:11][CH2:10]1)[CH2:20][CH2:21][CH3:22].